The task is: Predict which catalyst facilitates the given reaction.. This data is from Catalyst prediction with 721,799 reactions and 888 catalyst types from USPTO. (1) Reactant: C[O:2][C:3]1[CH:4]=[C:5]([C:9]2[CH:10]=[C:11]3[N:16]([CH:17]=2)[CH:15]=[CH:14][CH:13]=[CH:12]3)[CH:6]=[CH:7][CH:8]=1.C([S-])C.[Na+]. Product: [OH:2][C:3]1[CH:4]=[C:5]([C:9]2[CH:10]=[C:11]3[N:16]([CH:17]=2)[CH:15]=[CH:14][CH:13]=[CH:12]3)[CH:6]=[CH:7][CH:8]=1. The catalyst class is: 9. (2) Reactant: [CH3:1][S:2][C:3]1[CH:4]=[C:5]([N:9]2[CH2:24][CH:12]3[CH2:13][N:14]([C:17]([O:19][C:20]([CH3:23])([CH3:22])[CH3:21])=[O:18])[CH2:15][CH2:16][N:11]3[C:10]2=[O:25])[CH:6]=[CH:7][CH:8]=1.ClC1C=CC=C(C(OO)=[O:34])C=1.[OH2:37]. Product: [CH3:1][S:2]([C:3]1[CH:4]=[C:5]([N:9]2[CH2:24][CH:12]3[CH2:13][N:14]([C:17]([O:19][C:20]([CH3:22])([CH3:21])[CH3:23])=[O:18])[CH2:15][CH2:16][N:11]3[C:10]2=[O:25])[CH:6]=[CH:7][CH:8]=1)(=[O:34])=[O:37]. The catalyst class is: 13. (3) Reactant: [F:1][C:2]1[C:3]2[CH:4]=[C:5]3[C:14]4[N:15]=[C:16]([C:19]5[C:20]([N:35]([CH3:40])[S:36]([CH3:39])(=[O:38])=[O:37])=[CH:21][C:22]6[O:26][C:25]([C:27]([OH:29])=O)=[C:24]([C:30](=[O:33])[NH:31][CH3:32])[C:23]=6[CH:34]=5)[CH:17]=[CH:18][C:13]=4[O:12][CH2:11][N:6]3[C:7]=2[CH:8]=[CH:9][CH:10]=1.C1C=CC2N(O)N=[N:47][C:45]=2C=1.CCN=C=NCCCN(C)C.Cl.CN.CCN(CC)CC. Product: [F:1][C:2]1[C:3]2[CH:4]=[C:5]3[C:14]4[N:15]=[C:16]([C:19]5[C:20]([N:35]([CH3:40])[S:36]([CH3:39])(=[O:37])=[O:38])=[CH:21][C:22]6[O:26][C:25]([C:27]([NH:47][CH3:45])=[O:29])=[C:24]([C:30]([NH:31][CH3:32])=[O:33])[C:23]=6[CH:34]=5)[CH:17]=[CH:18][C:13]=4[O:12][CH2:11][N:6]3[C:7]=2[CH:8]=[CH:9][CH:10]=1. The catalyst class is: 3. (4) Reactant: [CH:1]1([C:4]([N:6]2[C:15]3[C:10](=[C:11]([O:21][C:22]4[CH:27]=[CH:26][CH:25]=[CH:24][CH:23]=4)[C:12]([C:16]4[CH:17]=[N:18][NH:19][CH:20]=4)=[CH:13][CH:14]=3)[CH2:9][CH2:8][C@@H:7]2[CH3:28])=[O:5])[CH2:3][CH2:2]1.C(=O)([O-])[O-].[Cs+].[Cs+].CN(C)C=O.Br[CH:41]1[CH2:46][CH2:45][S:44](=[O:48])(=[O:47])[CH2:43][CH2:42]1. Product: [CH:1]1([C:4]([N:6]2[C:15]3[C:10](=[C:11]([O:21][C:22]4[CH:27]=[CH:26][CH:25]=[CH:24][CH:23]=4)[C:12]([C:16]4[CH:20]=[N:19][N:18]([CH:42]5[CH2:41][CH2:46][CH2:45][S:44](=[O:48])(=[O:47])[CH2:43]5)[CH:17]=4)=[CH:13][CH:14]=3)[CH2:9][CH2:8][C@@H:7]2[CH3:28])=[O:5])[CH2:2][CH2:3]1. The catalyst class is: 13. (5) Reactant: C([O:3][C:4]([C:6]1[N:7]([CH2:17][CH3:18])[C:8]2[C:13]([CH:14]=1)=[C:12]([Cl:15])[C:11]([Cl:16])=[CH:10][CH:9]=2)=[O:5])C.[OH-].[Na+]. Product: [Cl:15][C:12]1[C:11]([Cl:16])=[CH:10][CH:9]=[C:8]2[C:13]=1[CH:14]=[C:6]([C:4]([OH:5])=[O:3])[N:7]2[CH2:17][CH3:18]. The catalyst class is: 191. (6) Reactant: CO[CH:3](OC)[CH2:4][O:5][C:6]1[CH:15]=[CH:14][C:9]([C:10]([O:12][CH3:13])=[O:11])=[CH:8][CH:7]=1. Product: [CH3:13][O:12][C:10]([C:9]1[CH:14]=[CH:15][C:6]2[O:5][CH:4]=[CH:3][C:7]=2[CH:8]=1)=[O:11]. The catalyst class is: 26. (7) Reactant: CS(C)=O.C(Cl)(=O)C(Cl)=O.[OH:11][CH:12]1[C:17]([O:20][CH3:21])([O:18][CH3:19])[CH2:16][CH2:15][N:14]([C:22]([O:24][C:25]([CH3:28])([CH3:27])[CH3:26])=[O:23])[CH2:13]1.CCN(CC)CC. Product: [CH3:19][O:18][C:17]1([O:20][CH3:21])[CH2:16][CH2:15][N:14]([C:22]([O:24][C:25]([CH3:27])([CH3:28])[CH3:26])=[O:23])[CH2:13][C:12]1=[O:11]. The catalyst class is: 2.